This data is from Reaction yield outcomes from USPTO patents with 853,638 reactions. The task is: Predict the reaction yield, written as a fraction of the theoretical maximum amount of product (1.0 means a 100% yield; for example, 0.34 means a 34% yield). (1) The reactants are [CH2:1]([Mg]Br)[CH:2]([CH3:4])[CH3:3].[F:7][C:8]1[CH:15]=[C:14]([C:16]([F:19])([F:18])[F:17])[CH:13]=[CH:12][C:9]=1[CH:10]=[O:11].[Cl-].[NH4+].Cl. The catalyst is C1COCC1.CCOCC. The product is [F:7][C:8]1[CH:15]=[C:14]([C:16]([F:17])([F:18])[F:19])[CH:13]=[CH:12][C:9]=1[CH:10]([OH:11])[CH2:1][CH:2]([CH3:4])[CH3:3]. The yield is 0.230. (2) The reactants are [F:1][C:2]1[CH:7]=[CH:6][C:5]([CH3:8])=[CH:4][C:3]=1[OH:9].[Br:10]Br. The catalyst is C(O)(=O)C. The product is [Br:10][C:6]1[C:5]([CH3:8])=[CH:4][C:3]([OH:9])=[C:2]([F:1])[CH:7]=1. The yield is 0.980. (3) The reactants are [Cl:1][C:2]1[CH:11]=[CH:10][C:5]([C:6]([O:8][CH3:9])=[O:7])=[C:4]([NH:12][CH2:13][CH2:14][CH2:15][OH:16])[C:3]=1[NH:17][C:18](=S)[NH:19][C:20]1[CH:21]=[N:22][C:23]([O:27][CH3:28])=[CH:24][C:25]=1[CH3:26].Cl.C(N=C=NCCCN(C)C)C.C(N(CC)CC)C. The catalyst is O1CCCC1.C(=O)([O-])O.[Na+]. The product is [Cl:1][C:2]1[C:3]2[N:17]=[C:18]([NH:19][C:20]3[CH:21]=[N:22][C:23]([O:27][CH3:28])=[CH:24][C:25]=3[CH3:26])[N:12]([CH2:13][CH2:14][CH2:15][OH:16])[C:4]=2[C:5]([C:6]([O:8][CH3:9])=[O:7])=[CH:10][CH:11]=1. The yield is 0.570.